Dataset: Catalyst prediction with 721,799 reactions and 888 catalyst types from USPTO. Task: Predict which catalyst facilitates the given reaction. Reactant: C(O)(=O)C.[C:5]([O:9][C:10]([N:12]1[CH2:17][C@H:16]([CH2:18][N:19]2[C@H:24]([CH3:25])[CH2:23][O:22][CH2:21][C@H:20]2[CH3:26])[N:15](CC2C=CC=CC=2)[CH2:14][C@H:13]1[CH3:34])=[O:11])([CH3:8])([CH3:7])[CH3:6]. Product: [C:5]([O:9][C:10]([N:12]1[CH2:17][C@H:16]([CH2:18][N:19]2[C@H:20]([CH3:26])[CH2:21][O:22][CH2:23][C@H:24]2[CH3:25])[NH:15][CH2:14][C@H:13]1[CH3:34])=[O:11])([CH3:8])([CH3:6])[CH3:7]. The catalyst class is: 50.